From a dataset of Catalyst prediction with 721,799 reactions and 888 catalyst types from USPTO. Predict which catalyst facilitates the given reaction. (1) Reactant: [C:9](O[C:9]([O:11][C:12]([CH3:15])([CH3:14])[CH3:13])=[O:10])([O:11][C:12]([CH3:15])([CH3:14])[CH3:13])=[O:10].[CH3:16][C@@H:17]1[CH2:22][NH:21][CH2:20][CH2:19][NH:18]1. Product: [C:12]([O:11][C:9]([N:21]1[CH2:20][CH2:19][NH:18][C@H:17]([CH3:16])[CH2:22]1)=[O:10])([CH3:13])([CH3:14])[CH3:15]. The catalyst class is: 22. (2) Reactant: [Cl:1][CH2:2][C@H:3]1[C:11]2[C:10]3[CH:12]=[CH:13][CH:14]=[CH:15][C:9]=3[C:8]([O:16][P:17]([O:24][C:25]([CH3:28])([CH3:27])[CH3:26])([O:19][C:20]([CH3:23])([CH3:22])[CH3:21])=[O:18])=[CH:7][C:6]=2[N:5]([C:29](=[O:36])[CH2:30][CH2:31][CH2:32][C:33](O)=[O:34])[CH2:4]1.[Cl:37][CH2:38][C@H:39]1[C:47]2[C:46]3[CH:48]=[CH:49][CH:50]=[CH:51][C:45]=3[C:44]([NH:52][C:53](=[O:65])[O:54][CH2:55][CH2:56][S:57][S:58][C:59]3[CH:64]=[CH:63][CH:62]=[CH:61][N:60]=3)=[CH:43][C:42]=2[NH:41][CH2:40]1.CCN=C=NCCCN(C)C.Cl. Product: [Cl:37][CH2:38][C@H:39]1[C:47]2[C:46]3[CH:48]=[CH:49][CH:50]=[CH:51][C:45]=3[C:44]([NH:52][C:53](=[O:65])[O:54][CH2:55][CH2:56][S:57][S:58][C:59]3[CH:64]=[CH:63][CH:62]=[CH:61][N:60]=3)=[CH:43][C:42]=2[N:41]([C:33](=[O:34])[CH2:32][CH2:31][CH2:30][C:29]([N:5]2[C:6]3[CH:7]=[C:8]([O:16][P:17]([O:19][C:20]([CH3:21])([CH3:22])[CH3:23])([O:24][C:25]([CH3:28])([CH3:27])[CH3:26])=[O:18])[C:9]4[CH:15]=[CH:14][CH:13]=[CH:12][C:10]=4[C:11]=3[C@H:3]([CH2:2][Cl:1])[CH2:4]2)=[O:36])[CH2:40]1. The catalyst class is: 287.